This data is from Forward reaction prediction with 1.9M reactions from USPTO patents (1976-2016). The task is: Predict the product of the given reaction. Given the reactants [CH3:1][N:2]1[C:10]2[C:5](=[CH:6][CH:7]=[CH:8][CH:9]=2)[C:4]([CH2:11][C:12]([NH2:14])=[O:13])=[CH:3]1.C([O:17][C:18](=O)[C:19]([C:21]1[C:25]2[CH:26]=[CH:27][CH:28]=[CH:29][C:24]=2[O:23][CH:22]=1)=O)C.C(O[K])(C)(C)C, predict the reaction product. The product is: [O:23]1[C:24]2[CH:29]=[CH:28][CH:27]=[CH:26][C:25]=2[C:21]([C:19]2[C:18](=[O:17])[NH:14][C:12](=[O:13])[C:11]=2[C:4]2[C:5]3[C:10](=[CH:9][CH:8]=[CH:7][CH:6]=3)[N:2]([CH3:1])[CH:3]=2)=[CH:22]1.